Regression. Given a peptide amino acid sequence and an MHC pseudo amino acid sequence, predict their binding affinity value. This is MHC class II binding data. From a dataset of Peptide-MHC class II binding affinity with 134,281 pairs from IEDB. The peptide sequence is KQIANELNYILWENN. The MHC is DRB1_0901 with pseudo-sequence DRB1_0901. The binding affinity (normalized) is 0.280.